Dataset: Full USPTO retrosynthesis dataset with 1.9M reactions from patents (1976-2016). Task: Predict the reactants needed to synthesize the given product. (1) Given the product [CH:1]([O:4][C:5]([N:7]1[CH2:8][CH2:9][CH:10]([O:13][C:20]2[CH:19]=[CH:18][C:17]([Br:16])=[CH:22][N:21]=2)[CH2:11][CH2:12]1)=[O:6])([CH3:3])[CH3:2], predict the reactants needed to synthesize it. The reactants are: [CH:1]([O:4][C:5]([N:7]1[CH2:12][CH2:11][CH:10]([OH:13])[CH2:9][CH2:8]1)=[O:6])([CH3:3])[CH3:2].[H-].[Na+].[Br:16][C:17]1[CH:18]=[CH:19][C:20](Cl)=[N:21][CH:22]=1.CCOC(C)=O. (2) Given the product [OH:33][CH:18]([C:9]1[N:10]([S:12]([N:15]([CH3:17])[CH3:16])(=[O:14])=[O:13])[CH:11]=[C:7]([CH2:6][C:5]([CH3:36])([CH3:4])[CH2:34][CH3:35])[N:8]=1)[C:19]([OH:32])([C:20]1[CH:25]=[CH:24][C:23]([C:26]2[CH:31]=[CH:30][CH:29]=[CH:28][N:27]=2)=[CH:22][CH:21]=1)[CH3:1], predict the reactants needed to synthesize it. The reactants are: [CH3:1][Mg]Br.[CH3:4][C:5]([CH3:36])([CH2:34][CH3:35])[CH2:6][C:7]1[N:8]=[C:9]([CH:18]([OH:33])[C:19](=[O:32])[C:20]2[CH:25]=[CH:24][C:23]([C:26]3[CH:31]=[CH:30][CH:29]=[CH:28][N:27]=3)=[CH:22][CH:21]=2)[N:10]([S:12]([N:15]([CH3:17])[CH3:16])(=[O:14])=[O:13])[CH:11]=1. (3) Given the product [Br:1][C:2]1[CH:7]=[CH:6][C:5]([O:8][CH2:12][CH2:13][CH2:14][N:15]2[CH2:20][CH2:19][CH2:18][CH2:17][CH2:16]2)=[CH:4][C:3]=1[F:9], predict the reactants needed to synthesize it. The reactants are: [Br:1][C:2]1[CH:7]=[CH:6][C:5]([OH:8])=[CH:4][C:3]=1[F:9].Cl.Cl[CH2:12][CH2:13][CH2:14][N:15]1[CH2:20][CH2:19][CH2:18][CH2:17][CH2:16]1. (4) Given the product [CH3:1][C:2]1([CH3:17])[C:10]2[C:5](=[CH:6][C:7]([C:11]3[CH:12]=[CH:18][N:24]=[CH:22][N:23]=3)=[CH:8][CH:9]=2)[C:4]([CH3:15])([CH3:14])[CH:3]1[CH3:16], predict the reactants needed to synthesize it. The reactants are: [CH3:1][C:2]1([CH3:17])[C:10]2[C:5](=[CH:6][C:7]([C:11](=O)[CH3:12])=[CH:8][CH:9]=2)[C:4]([CH3:15])([CH3:14])[CH:3]1[CH3:16].[C:18](O)(=O)C.[CH:22]([NH2:24])=[NH:23].